From a dataset of Forward reaction prediction with 1.9M reactions from USPTO patents (1976-2016). Predict the product of the given reaction. (1) Given the reactants [NH2:1][C:2]1[CH:3]=[C:4]([CH:9]=[CH:10][CH:11]=1)[C:5]([O:7][CH3:8])=[O:6].Cl[C:13]1[C:18]([Cl:19])=[CH:17][CH:16]=[CH:15][N:14]=1.C1(P(C2C=CC=CC=2)C2C=CC3C(=CC=CC=3)C=2C2C3C(=CC=CC=3)C=CC=2P(C2C=CC=CC=2)C2C=CC=CC=2)C=CC=CC=1.C(=O)([O-])[O-].[Cs+].[Cs+], predict the reaction product. The product is: [Cl:19][C:18]1[C:13]([NH:1][C:2]2[CH:3]=[C:4]([CH:9]=[CH:10][CH:11]=2)[C:5]([O:7][CH3:8])=[O:6])=[N:14][CH:15]=[CH:16][CH:17]=1. (2) Given the reactants [CH:1]([N:4]1[C:12]2[C:7](=[CH:8][C:9]([C:13]3[O:17][N:16]=[C:15]([C:18]4[CH:29]=[CH:28][C:21]([CH2:22][NH:23][CH2:24]C(O)=O)=[CH:20][C:19]=4[CH3:30])[N:14]=3)=[CH:10][CH:11]=2)[CH:6]=[N:5]1)([CH3:3])[CH3:2].F[C:32](F)(F)[C:33]([O-:35])=[O:34].[CH2:38]=O, predict the reaction product. The product is: [CH:1]([N:4]1[C:12]2[C:7](=[CH:8][C:9]([C:13]3[O:17][N:16]=[C:15]([C:18]4[CH:29]=[CH:28][C:21]([CH2:22][N:23]([CH3:24])[C@H:32]([CH3:38])[C:33]([OH:35])=[O:34])=[CH:20][C:19]=4[CH3:30])[N:14]=3)=[CH:10][CH:11]=2)[CH:6]=[N:5]1)([CH3:3])[CH3:2]. (3) Given the reactants Br[C:2]1[CH:7]=[CH:6][CH:5]=[CH:4][C:3]=1[CH2:8][C:9]([OH:11])=[O:10].[CH3:12][O:13][C:14]1[CH:15]=[C:16]([C:18]([Cl:21])=[CH:19][CH:20]=1)[NH2:17], predict the reaction product. The product is: [CH3:12][O:13][C:14]1[CH:15]=[C:16]([NH:17][C:2]2[CH:7]=[CH:6][CH:5]=[CH:4][C:3]=2[CH2:8][C:9]([OH:11])=[O:10])[C:18]([Cl:21])=[CH:19][CH:20]=1. (4) Given the reactants C([O:5][C:6](=[O:35])[C:7]([S:10][C:11]1[S:12][CH:13]=[C:14]([CH2:16][CH2:17][O:18][C:19]2[CH:24]=[CH:23][C:22]([C:25]3[CH:30]=[CH:29][C:28]([F:31])=[CH:27][CH:26]=3)=[CH:21][C:20]=2[N+:32]([O-:34])=[O:33])[N:15]=1)([CH3:9])[CH3:8])(C)(C)C.FC(F)(F)C(O)=O, predict the reaction product. The product is: [F:31][C:28]1[CH:29]=[CH:30][C:25]([C:22]2[CH:23]=[CH:24][C:19]([O:18][CH2:17][CH2:16][C:14]3[N:15]=[C:11]([S:10][C:7]([CH3:9])([CH3:8])[C:6]([OH:35])=[O:5])[S:12][CH:13]=3)=[C:20]([N+:32]([O-:34])=[O:33])[CH:21]=2)=[CH:26][CH:27]=1. (5) Given the reactants C(O[C:6]([N:8]1[CH2:12][C:11](=[N:13][O:14][CH2:15][CH3:16])[CH2:10][C@H:9]1[C:17]([OH:19])=O)=[O:7])(C)(C)C.C(Cl)(=O)[C:21]1[CH:26]=[CH:25][CH:24]=[CH:23][CH:22]=1.[Cl:29][C:30]1[CH:31]=[C:32]([N:37]2[CH2:42][CH2:41][NH:40][CH2:39][CH2:38]2)[CH:33]=[CH:34][C:35]=1[Cl:36], predict the reaction product. The product is: [CH2:15]([O:14][N:13]=[C:11]1[CH2:10][C@@H:9]([C:17]([N:40]2[CH2:39][CH2:38][N:37]([C:32]3[CH:33]=[CH:34][C:35]([Cl:36])=[C:30]([Cl:29])[CH:31]=3)[CH2:42][CH2:41]2)=[O:19])[N:8]([C:6](=[O:7])[C:21]2[CH:22]=[CH:23][CH:24]=[CH:25][CH:26]=2)[CH2:12]1)[CH3:16]. (6) Given the reactants O(P(O[C:18]1[C@H:24]([CH3:25])[C@H:23]2[N:20]([C:21](=[O:29])[C@@H:22]2[C@H:26]([OH:28])[CH3:27])[C:19]=1[C:30]([O:32]CC1C=CC([N+]([O-])=O)=CC=1)=[O:31])(OC1C=CC=CC=1)=O)C1C=CC=CC=1.[CH3:43][N:44]([CH3:66])[C:45]([C@@H:47]1[CH2:51][C@H:50]([SH:52])[CH2:49][N:48]1C(OCC1C=CC([N+]([O-])=O)=CC=1)=O)=[O:46].C(N(C(C)C)CC)(C)C.CC(C([O-])=O)=CCCCC, predict the reaction product. The product is: [CH3:25][C@H:24]1[C:18]([S:52][C@@H:50]2[CH2:49][NH:48][C@H:47]([C:45]([N:44]([CH3:66])[CH3:43])=[O:46])[CH2:51]2)=[C:19]([C:30]([OH:32])=[O:31])[N:20]2[C@H:23]1[C@@H:22]([C@H:26]([OH:28])[CH3:27])[C:21]2=[O:29]. (7) Given the reactants [NH2:1][C:2]1[CH:7]=[CH:6][N:5]=[C:4](C(OCC)=O)[N:3]=1.[CH3:13][Mg]Br.[O:16]1[CH2:20][CH2:19]CC1, predict the reaction product. The product is: [NH2:1][C:2]1[CH:7]=[CH:6][N:5]=[C:4]([C:20]([OH:16])([CH3:19])[CH3:13])[N:3]=1. (8) Given the reactants O=[C:2](N1C=CN=C1)[N:3]1C=CN=C1.[CH3:13][C:14]([O:17][C:18]([N:20]1[CH2:26][CH2:25][C:24]2[CH:27]=[CH:28][C:29]([CH2:31][O:32][C:33]3[N:34]=[CH:35][C:36]([C:39](O)=[O:40])=[N:37][CH:38]=3)=[CH:30][C:23]=2[CH2:22][CH2:21]1)=[O:19])([CH3:16])[CH3:15].CN, predict the reaction product. The product is: [CH3:2][NH:3][C:39]([C:36]1[N:37]=[CH:38][C:33]([O:32][CH2:31][C:29]2[CH:28]=[CH:27][C:24]3[CH2:25][CH2:26][N:20]([C:18]([O:17][C:14]([CH3:13])([CH3:15])[CH3:16])=[O:19])[CH2:21][CH2:22][C:23]=3[CH:30]=2)=[N:34][CH:35]=1)=[O:40]. (9) Given the reactants C([O:8][CH2:9][N:10]1[C:25](=[O:26])[C:24]2[C:23]3[C:22]4[C:17](=[CH:18][CH:19]=[CH:20][CH:21]=4)[NH:16][C:15]=3[C:14]3[N:27]([C@@H:34]4[O:51][C@H:50]([CH2:52][O:53][C:54](=[O:56])[CH3:55])[C@@H:45]([O:46][C:47](=[O:49])[CH3:48])[C@H:40]([O:41][C:42](=[O:44])[CH3:43])[C@H:35]4[O:36][C:37](=[O:39])[CH3:38])[C:28]4[N:33]=[CH:32][CH:31]=[CH:30][C:29]=4[C:13]=3[C:12]=2[C:11]1=[O:57])C1C=CC=CC=1, predict the reaction product. The product is: [OH:8][CH2:9][N:10]1[C:25](=[O:26])[C:24]2[C:23]3[C:22]4[C:17](=[CH:18][CH:19]=[CH:20][CH:21]=4)[NH:16][C:15]=3[C:14]3[N:27]([C@@H:34]4[O:51][C@H:50]([CH2:52][O:53][C:54](=[O:56])[CH3:55])[C@@H:45]([O:46][C:47](=[O:49])[CH3:48])[C@H:40]([O:41][C:42](=[O:44])[CH3:43])[C@H:35]4[O:36][C:37](=[O:39])[CH3:38])[C:28]4[N:33]=[CH:32][CH:31]=[CH:30][C:29]=4[C:13]=3[C:12]=2[C:11]1=[O:57]. (10) The product is: [CH3:1][O:2][C:3]([C:5]1([NH:14][C:15](=[O:27])[C:16]2[CH:21]=[CH:20][C:19]([O:22][CH3:23])=[C:18]([NH2:24])[CH:17]=2)[CH2:6][C:7]2[C:12](=[CH:11][CH:10]=[CH:9][CH:8]=2)[CH2:13]1)=[O:4]. Given the reactants [CH3:1][O:2][C:3]([C:5]1([NH:14][C:15](=[O:27])[C:16]2[CH:21]=[CH:20][C:19]([O:22][CH3:23])=[C:18]([N+:24]([O-])=O)[CH:17]=2)[CH2:13][C:12]2[C:7](=[CH:8][CH:9]=[CH:10][CH:11]=2)[CH2:6]1)=[O:4], predict the reaction product.